Predict the reactants needed to synthesize the given product. From a dataset of Full USPTO retrosynthesis dataset with 1.9M reactions from patents (1976-2016). (1) Given the product [CH2:15]([O:14][C:12](=[O:13])[CH:11]([C:2]1[C:7]([F:8])=[CH:6][C:5]([F:9])=[CH:4][N:3]=1)[C:10]([O:18][CH2:19][CH3:20])=[O:17])[CH3:16], predict the reactants needed to synthesize it. The reactants are: F[C:2]1[C:7]([F:8])=[CH:6][C:5]([F:9])=[CH:4][N:3]=1.[C:10]([O:18][CH2:19][CH3:20])(=[O:17])[CH2:11][C:12]([O:14][CH2:15][CH3:16])=[O:13].C(=O)([O-])[O-].[Cs+].[Cs+]. (2) Given the product [Cl:1][C:2]1[C:3]2[CH:18]=[CH:17][N:16]([CH3:21])[C:4]=2[N:5]=[C:6]([S:8][C:9]2[CH:10]=[CH:11][C:12]([F:15])=[CH:13][CH:14]=2)[N:7]=1, predict the reactants needed to synthesize it. The reactants are: [Cl:1][C:2]1[C:3]2[CH:18]=[CH:17][NH:16][C:4]=2[N:5]=[C:6]([S:8][C:9]2[CH:14]=[CH:13][C:12]([F:15])=[CH:11][CH:10]=2)[N:7]=1.[H-].[Na+].[CH3:21]I.